From a dataset of Peptide-MHC class II binding affinity with 134,281 pairs from IEDB. Regression. Given a peptide amino acid sequence and an MHC pseudo amino acid sequence, predict their binding affinity value. This is MHC class II binding data. (1) The peptide sequence is KVKFGHVSINPADIA. The MHC is H-2-IAb with pseudo-sequence H-2-IAb. The binding affinity (normalized) is 0.281. (2) The peptide sequence is YDKFLANVSTLLTGK. The MHC is DRB1_1302 with pseudo-sequence DRB1_1302. The binding affinity (normalized) is 0.878. (3) The peptide sequence is WEALKYLWNLLQYWGQELK. The MHC is HLA-DPA10201-DPB10101 with pseudo-sequence HLA-DPA10201-DPB10101. The binding affinity (normalized) is 0.191. (4) The peptide sequence is GSRSLTTLLRALGAQ. The MHC is DRB1_0901 with pseudo-sequence DRB1_0901. The binding affinity (normalized) is 0.273. (5) The binding affinity (normalized) is 0.355. The MHC is DRB1_0802 with pseudo-sequence DRB1_0802. The peptide sequence is SQDGELSWNLNGLQAY. (6) The peptide sequence is STGEAHLAEENEGDN. The MHC is HLA-DQA10501-DQB10302 with pseudo-sequence HLA-DQA10501-DQB10302. The binding affinity (normalized) is 0.249. (7) The peptide sequence is KGSNDHYLALLVKYA. The MHC is HLA-DQA10401-DQB10402 with pseudo-sequence HLA-DQA10401-DQB10402. The binding affinity (normalized) is 0.337.